Predict the reactants needed to synthesize the given product. From a dataset of Full USPTO retrosynthesis dataset with 1.9M reactions from patents (1976-2016). (1) Given the product [Cl:8][C:6]1[C:5]([C:9]#[N:10])=[CH:4][N:3]=[C:2]([NH:20][CH2:19][C:18]2[C:13]([CH2:11][CH3:12])=[N:14][CH:15]=[N:16][CH:17]=2)[N:7]=1, predict the reactants needed to synthesize it. The reactants are: Cl[C:2]1[N:7]=[C:6]([Cl:8])[C:5]([C:9]#[N:10])=[CH:4][N:3]=1.[CH2:11]([C:13]1[C:18]([CH2:19][NH2:20])=[CH:17][N:16]=[CH:15][N:14]=1)[CH3:12].CCN(C(C)C)C(C)C. (2) Given the product [CH2:14]([O:5][CH2:4][C:3]1[CH:6]=[CH:7][CH:8]=[CH:9][C:2]=1[I:1])[CH:13]=[CH2:12], predict the reactants needed to synthesize it. The reactants are: [I:1][C:2]1[CH:9]=[CH:8][CH:7]=[CH:6][C:3]=1[CH2:4][OH:5].[H-].[Na+].[CH2:12](Br)[CH:13]=[CH2:14]. (3) The reactants are: Cl.Cl.[NH:3]1[C:7]2[CH:8]=[CH:9][CH:10]=[CH:11][C:6]=2[N:5]=[C:4]1[C@H:12]([NH2:22])[CH2:13][C:14]1[CH:19]=[CH:18][C:17]([O:20][CH3:21])=[CH:16][CH:15]=1.Cl.[CH3:24][O:25][C:26]1[CH:27]=[CH:28][CH:29]=[C:30]2[C:35]=1[CH2:34][CH:33]([NH2:36])[CH2:32][CH2:31]2.[C:37](O)(C(F)(F)F)=[O:38]. Given the product [NH:3]1[C:7]2[CH:8]=[CH:9][CH:10]=[CH:11][C:6]=2[N:5]=[C:4]1[C@H:12]([NH:22][C:37]([NH:36][CH:33]1[CH2:32][CH2:31][C:30]2[C:35](=[C:26]([O:25][CH3:24])[CH:27]=[CH:28][CH:29]=2)[CH2:34]1)=[O:38])[CH2:13][C:14]1[CH:19]=[CH:18][C:17]([O:20][CH3:21])=[CH:16][CH:15]=1, predict the reactants needed to synthesize it.